From a dataset of Reaction yield outcomes from USPTO patents with 853,638 reactions. Predict the reaction yield, written as a fraction of the theoretical maximum amount of product (1.0 means a 100% yield; for example, 0.34 means a 34% yield). The reactants are C([N:8]1[CH2:13][CH2:12][CH:11]([N:14]2[CH2:23][C:22]3[C:17](=[CH:18][CH:19]=[C:20]([OH:24])[CH:21]=3)[NH:16][C:15]2=[O:25])[CH2:10][CH2:9]1)C1C=CC=CC=1. The catalyst is CO.[Pd]. The product is [OH:24][C:20]1[CH:21]=[C:22]2[C:17](=[CH:18][CH:19]=1)[NH:16][C:15](=[O:25])[N:14]([CH:11]1[CH2:12][CH2:13][NH:8][CH2:9][CH2:10]1)[CH2:23]2. The yield is 0.810.